This data is from Reaction yield outcomes from USPTO patents with 853,638 reactions. The task is: Predict the reaction yield, written as a fraction of the theoretical maximum amount of product (1.0 means a 100% yield; for example, 0.34 means a 34% yield). The reactants are Br[CH2:2][CH:3]1[O:8][C:7]2=[CH:9][S:10][CH:11]=[C:6]2[O:5][CH2:4]1.[C:12]([O-:15])(=[O:14])[CH3:13].[K+]. The catalyst is CS(C)=O. The product is [C:12]([O:15][CH2:2][CH:3]1[O:8][C:7]2=[CH:9][S:10][CH:11]=[C:6]2[O:5][CH2:4]1)(=[O:14])[CH3:13]. The yield is 0.900.